This data is from Full USPTO retrosynthesis dataset with 1.9M reactions from patents (1976-2016). The task is: Predict the reactants needed to synthesize the given product. (1) Given the product [Si:1]([O:8][C:9]1[CH:15]=[CH:14][C:12]([NH:13][C:17]2[CH:18]=[N:19][N:20]([CH:22]3[CH2:26][CH2:25][O:24][CH2:23]3)[CH:21]=2)=[CH:11][CH:10]=1)([C:4]([CH3:7])([CH3:6])[CH3:5])([CH3:3])[CH3:2], predict the reactants needed to synthesize it. The reactants are: [Si:1]([O:8][C:9]1[CH:15]=[CH:14][C:12]([NH2:13])=[CH:11][CH:10]=1)([C:4]([CH3:7])([CH3:6])[CH3:5])([CH3:3])[CH3:2].I[C:17]1[CH:18]=[N:19][N:20]([CH:22]2[CH2:26][CH2:25][O:24][CH2:23]2)[CH:21]=1. (2) Given the product [C:29]1([O:30][C:18]2[CH:17]=[CH:16][C:15]([CH2:14][C@H:5]([NH2:6])[C:4]([O:3][CH2:1][CH3:2])=[O:22])=[CH:20][CH:19]=2)[C:20]2[C:15](=[CH:16][CH:34]=[N:35][CH:37]=2)[CH:14]=[CH:5][N:6]=1, predict the reactants needed to synthesize it. The reactants are: [CH2:1]([O:3][C:4](=[O:22])[C@H:5]([CH2:14][C:15]1[CH:20]=[CH:19][C:18](O)=[CH:17][CH:16]=1)[NH:6]C(OC(C)(C)C)=O)[CH3:2].C(=O)([O-])[O-].[K+].[K+].[CH3:29][OH:30].C(Cl)Cl.[CH3:34][N:35]([CH:37]=O)C. (3) Given the product [N:31]1([C:29]2[CH:28]=[CH:27][C:26]([NH:37][C:38]([C:40]3[CH:41]=[C:42]([CH:51]=[CH:52][CH:53]=3)[CH2:43][S:44][CH2:45][CH2:46][C:47]([O:49][CH3:50])=[O:48])=[O:39])=[C:25]([C:23]([C:11]3[NH:10][C:18]4[C:13]([CH:12]=3)=[CH:14][CH:15]=[C:16]([C:19]([F:21])([F:22])[F:20])[CH:17]=4)=[O:24])[CH:30]=2)[CH2:36][CH2:35][CH2:34][CH2:33][CH2:32]1, predict the reactants needed to synthesize it. The reactants are: C1(S([N:10]2[C:18]3[C:13](=[CH:14][CH:15]=[C:16]([C:19]([F:22])([F:21])[F:20])[CH:17]=3)[CH:12]=[C:11]2[C:23]([C:25]2[CH:30]=[C:29]([N:31]3[CH2:36][CH2:35][CH2:34][CH2:33][CH2:32]3)[CH:28]=[CH:27][C:26]=2[NH:37][C:38]([C:40]2[CH:41]=[C:42]([CH:51]=[CH:52][CH:53]=2)[CH2:43][S:44][CH2:45][CH2:46][C:47]([O:49][CH3:50])=[O:48])=[O:39])=[O:24])(=O)=O)C=CC=CC=1.[F-].C([N+](CCCC)(CCCC)CCCC)CCC. (4) Given the product [Cl:22][C:6]1[C:7](=[O:21])[N:8]([CH2:9][CH2:10][C:11]2[CH:20]=[CH:19][C:14]([C:15]([O:17][CH3:18])=[O:16])=[CH:13][CH:12]=2)[C:3]([CH2:2][N:28]([CH3:27])[C:29]2[CH:34]=[CH:33][CH:32]=[C:31]([C:35]([F:36])([F:37])[F:38])[CH:30]=2)=[C:4]([CH:23]2[CH2:25][CH2:24]2)[CH:5]=1, predict the reactants needed to synthesize it. The reactants are: Br[CH2:2][C:3]1[N:8]([CH2:9][CH2:10][C:11]2[CH:20]=[CH:19][C:14]([C:15]([O:17][CH3:18])=[O:16])=[CH:13][CH:12]=2)[C:7](=[O:21])[C:6]([Cl:22])=[CH:5][C:4]=1[CH:23]1[CH2:25][CH2:24]1.Cl.[CH3:27][NH:28][C:29]1[CH:34]=[CH:33][CH:32]=[C:31]([C:35]([F:38])([F:37])[F:36])[CH:30]=1.C(N(C(C)C)C(C)C)C.O. (5) Given the product [Br:15][C:16]1[CH:21]=[C:20]([N:1]2[C:5]3[CH2:6][CH2:7][O:8][CH2:9][C:4]=3[C:3]([C:10]([O:12][CH2:13][CH3:14])=[O:11])=[N:2]2)[CH:19]=[CH:18][CH:17]=1, predict the reactants needed to synthesize it. The reactants are: [NH:1]1[C:5]2[CH2:6][CH2:7][O:8][CH2:9][C:4]=2[C:3]([C:10]([O:12][CH2:13][CH3:14])=[O:11])=[N:2]1.[Br:15][C:16]1[CH:17]=[C:18](B(O)O)[CH:19]=[CH:20][CH:21]=1. (6) Given the product [Br:1][C:2]1[CH:3]=[CH:4][C:5]([C:8]([CH3:13])([CH3:12])[C:9](=[O:11])/[CH:10]=[CH:16]/[N:17]([CH3:19])[CH3:18])=[CH:6][CH:7]=1, predict the reactants needed to synthesize it. The reactants are: [Br:1][C:2]1[CH:7]=[CH:6][C:5]([C:8]([CH3:13])([CH3:12])[C:9](=[O:11])[CH3:10])=[CH:4][CH:3]=1.CO[CH:16](OC)[N:17]([CH3:19])[CH3:18].